Predict which catalyst facilitates the given reaction. From a dataset of Catalyst prediction with 721,799 reactions and 888 catalyst types from USPTO. (1) Reactant: [H-].[H-].[H-].[H-].[Li+].[Al+3].[NH2:7][C:8]1[CH:27]=[CH:26][C:11]([O:12][C:13]2[CH:18]=[CH:17][N:16]=[C:15]([C:19](OC(C)(C)C)=[O:20])[CH:14]=2)=[CH:10][C:9]=1[F:28]. Product: [NH2:7][C:8]1[CH:27]=[CH:26][C:11]([O:12][C:13]2[CH:18]=[CH:17][N:16]=[C:15]([CH2:19][OH:20])[CH:14]=2)=[CH:10][C:9]=1[F:28]. The catalyst class is: 1. (2) Reactant: Br[CH2:2][CH2:3]Br.C([O-])([O-])=O.[K+].[K+].[SH:11][C:12]1[CH:17]=[C:16]([OH:18])[CH:15]=[CH:14][C:13]=1[OH:19]. Product: [O:19]1[C:13]2[CH:14]=[CH:15][C:16]([OH:18])=[CH:17][C:12]=2[S:11][CH2:3][CH2:2]1. The catalyst class is: 21. (3) Reactant: C([O:4][CH:5]1[CH2:25][CH2:24][CH2:23][C:6]21[N:10]([CH3:11])[C:9](=[O:12])[N:8]([C:13]1[CH:18]=[CH:17][C:16]([C:19]#[N:20])=[C:15]([Cl:21])[C:14]=1[CH3:22])[CH2:7]2)(=O)C.C([O-])([O-])=O.[K+].[K+]. Product: [Cl:21][C:15]1[C:14]([CH3:22])=[C:13]([N:8]2[CH2:7][C:6]3([CH2:23][CH2:24][CH2:25][CH:5]3[OH:4])[N:10]([CH3:11])[C:9]2=[O:12])[CH:18]=[CH:17][C:16]=1[C:19]#[N:20]. The catalyst class is: 5. (4) Reactant: [NH2:1][C:2]1[C:3]([C:7]([O:9][CH3:10])=[O:8])=[CH:4][S:5][CH:6]=1.CCN=C=NCCCN(C)C.C1C=CC2N(O)N=NC=2C=1.CCN(C(C)C)C(C)C.[C:41](O)(=[O:44])[CH2:42][CH3:43]. Product: [C:41]([NH:1][C:2]1[C:3]([C:7]([O:9][CH3:10])=[O:8])=[CH:4][S:5][CH:6]=1)(=[O:44])[CH2:42][CH3:43]. The catalyst class is: 2. (5) Reactant: Br[C:2]1[CH:7]=[CH:6][C:5]([N:8]2[CH:12]=[C:11]([C:13]([O:15][CH2:16][CH3:17])=[O:14])[N:10]=[C:9]2[CH2:18][CH:19]([CH3:21])[CH3:20])=[CH:4][CH:3]=1.[CH3:22][S:23]([C:26]1[CH:31]=[C:30](B2OC(C)(C)C(C)(C)O2)[CH:29]=[CH:28][C:27]=1[CH2:41][OH:42])(=[O:25])=[O:24].C([O-])([O-])=O.[Na+].[Na+]. Product: [OH:42][CH2:41][C:27]1[CH:28]=[CH:29][C:30]([C:2]2[CH:7]=[CH:6][C:5]([N:8]3[CH:12]=[C:11]([C:13]([O:15][CH2:16][CH3:17])=[O:14])[N:10]=[C:9]3[CH2:18][CH:19]([CH3:21])[CH3:20])=[CH:4][CH:3]=2)=[CH:31][C:26]=1[S:23]([CH3:22])(=[O:25])=[O:24]. The catalyst class is: 70. (6) Reactant: [C:1]([O:5][C:6]([N:8]1[CH2:15][CH:14]2[N:16]([C:17]([O:19][C:20]([CH3:23])([CH3:22])[CH3:21])=[O:18])[CH:10]([CH2:11][C:12]([C:27]3[S:31][C:30]([O:32][CH2:33][CH2:34][O:35][Si:36]([C:39]([CH3:42])([CH3:41])[CH3:40])([CH3:38])[CH3:37])=[N:29][CH:28]=3)=[C:13]2[C:24](O)=[O:25])[CH2:9]1)=[O:7])([CH3:4])([CH3:3])[CH3:2].C1C=CC2N(O)N=NC=2C=1.CCN=C=NCCCN(C)C.Cl.CCN(C(C)C)C(C)C.[CH:74]1([NH:77][CH2:78][C:79]2[CH:84]=[CH:83][CH:82]=[C:81]([O:85][CH3:86])[C:80]=2[CH3:87])[CH2:76][CH2:75]1. Product: [C:1]([O:5][C:6]([N:8]1[CH2:15][CH:14]2[N:16]([C:17]([O:19][C:20]([CH3:23])([CH3:22])[CH3:21])=[O:18])[CH:10]([CH2:11][C:12]([C:27]3[S:31][C:30]([O:32][CH2:33][CH2:34][O:35][Si:36]([C:39]([CH3:42])([CH3:41])[CH3:40])([CH3:38])[CH3:37])=[N:29][CH:28]=3)=[C:13]2[C:24](=[O:25])[N:77]([CH:74]2[CH2:76][CH2:75]2)[CH2:78][C:79]2[CH:84]=[CH:83][CH:82]=[C:81]([O:85][CH3:86])[C:80]=2[CH3:87])[CH2:9]1)=[O:7])([CH3:2])([CH3:3])[CH3:4]. The catalyst class is: 64. (7) Reactant: [NH2:1][C:2]1[CH:3]=[C:4]([NH:18][C:19]2[N:24]=[C:23]([O:25][CH:26]3[CH2:31][CH2:30][N:29]([C:32]([O:34][C:35]([CH3:38])([CH3:37])[CH3:36])=[O:33])[CH2:28][CH2:27]3)[CH:22]=[CH:21][N:20]=2)[CH:5]=[C:6]([C:8]2[S:12][C:11]([C:13]3([OH:17])[CH2:16][CH2:15][CH2:14]3)=[N:10][CH:9]=2)[CH:7]=1.[C:39](Cl)(=[O:41])[CH3:40].C(N(CC)CC)C. Product: [C:39]([NH:1][C:2]1[CH:3]=[C:4]([NH:18][C:19]2[N:24]=[C:23]([O:25][CH:26]3[CH2:27][CH2:28][N:29]([C:32]([O:34][C:35]([CH3:38])([CH3:37])[CH3:36])=[O:33])[CH2:30][CH2:31]3)[CH:22]=[CH:21][N:20]=2)[CH:5]=[C:6]([C:8]2[S:12][C:11]([C:13]3([OH:17])[CH2:16][CH2:15][CH2:14]3)=[N:10][CH:9]=2)[CH:7]=1)(=[O:41])[CH3:40]. The catalyst class is: 2. (8) Reactant: [O:1]=[C:2]1[CH2:7][CH2:6][N:5]([C:8]([O:10][CH2:11][C:12]2[CH:17]=[CH:16][CH:15]=[CH:14][CH:13]=2)=[O:9])[CH2:4][CH2:3]1.C[Si](C)(C)[C:20]([F:23])([F:22])[F:21].CCCC[N+](CCCC)(CCCC)CCCC.[F-]. Product: [OH:1][C:2]1([C:20]([F:23])([F:22])[F:21])[CH2:3][CH2:4][N:5]([C:8]([O:10][CH2:11][C:12]2[CH:17]=[CH:16][CH:15]=[CH:14][CH:13]=2)=[O:9])[CH2:6][CH2:7]1. The catalyst class is: 1. (9) The catalyst class is: 11. Product: [CH:22]([Si:15]([C:13]#[C:14][SiH:15]([CH3:16])[CH:13]=[CH:14][C:7]1[CH:8]=[CH:9][CH:10]=[CH:11][CH:12]=1)([CH:19]([CH3:21])[CH3:20])[CH:16]([CH3:18])[CH3:17])([CH3:24])[CH3:23]. Reactant: C[Si]([C:7]1[CH:12]=[CH:11][CH:10]=[CH:9][CH:8]=1)(C=C)C=C.[C:13]([Si:15]([CH:22]([CH3:24])[CH3:23])([CH:19]([CH3:21])[CH3:20])[CH:16]([CH3:18])[CH3:17])#[CH:14]. (10) The catalyst class is: 4. Product: [NH2:15][CH2:16][C:17]1[CH:18]=[CH:19][C:20]([CH:23]([CH3:29])[C:24]([O:26][CH2:27][CH3:28])=[O:25])=[CH:21][CH:22]=1. Reactant: FC(F)(F)C(O)=O.C(OC([NH:15][CH2:16][C:17]1[CH:22]=[CH:21][C:20]([CH:23]([CH3:29])[C:24]([O:26][CH2:27][CH3:28])=[O:25])=[CH:19][CH:18]=1)=O)(C)(C)C.